From a dataset of Reaction yield outcomes from USPTO patents with 853,638 reactions. Predict the reaction yield, written as a fraction of the theoretical maximum amount of product (1.0 means a 100% yield; for example, 0.34 means a 34% yield). (1) The yield is 0.460. The product is [Br:29][C:27]1[CH:28]=[C:23]([NH:1][C:2]2[N:7]=[CH:6][C:5]([N:8]3[CH2:13][CH2:12][N:11]([C:14]([O:16][C:17]([CH3:18])([CH3:20])[CH3:19])=[O:15])[CH2:10][C:9]3=[O:21])=[CH:4][CH:3]=2)[C:24](=[O:31])[N:25]([CH3:30])[CH:26]=1. The reactants are [NH2:1][C:2]1[N:7]=[CH:6][C:5]([N:8]2[CH2:13][CH2:12][N:11]([C:14]([O:16][C:17]([CH3:20])([CH3:19])[CH3:18])=[O:15])[CH2:10][C:9]2=[O:21])=[CH:4][CH:3]=1.Br[C:23]1[C:24](=[O:31])[N:25]([CH3:30])[CH:26]=[C:27]([Br:29])[CH:28]=1.CC1(C)C2C(=C(P(C3C=CC=CC=3)C3C=CC=CC=3)C=CC=2)OC2C(P(C3C=CC=CC=3)C3C=CC=CC=3)=CC=CC1=2.C([O-])([O-])=O.[Cs+].[Cs+]. The catalyst is O1CCOCC1.C1C=CC(/C=C/C(/C=C/C2C=CC=CC=2)=O)=CC=1.C1C=CC(/C=C/C(/C=C/C2C=CC=CC=2)=O)=CC=1.C1C=CC(/C=C/C(/C=C/C2C=CC=CC=2)=O)=CC=1.[Pd].[Pd]. (2) The reactants are C[Mg]Br.[C:4]([NH:8][C:9]([C:11]1[CH:15]=[C:14]([C:16]2[CH:21]=[CH:20][C:19]([CH:22]=[O:23])=[CH:18][N:17]=2)[N:13]([C:24]2[CH:25]=[N:26][CH:27]=[CH:28][CH:29]=2)[N:12]=1)=[O:10])([CH3:7])([CH3:6])[CH3:5].O.[CH:31](Cl)(Cl)Cl. The product is [C:4]([NH:8][C:9]([C:11]1[CH:15]=[C:14]([C:16]2[CH:21]=[CH:20][C:19]([CH:22]([OH:23])[CH3:31])=[CH:18][N:17]=2)[N:13]([C:24]2[CH:25]=[N:26][CH:27]=[CH:28][CH:29]=2)[N:12]=1)=[O:10])([CH3:7])([CH3:5])[CH3:6]. The catalyst is O1CCCC1. The yield is 0.430. (3) The reactants are [CH2:1]([N:8]([CH2:38][C:39]1[CH:44]=[CH:43][CH:42]=[CH:41][CH:40]=1)[CH:9]1[CH2:13][CH:12]([C:14](=O)[CH2:15][NH:16][C:17]2[N:18]=[C:19]3[CH:25]=[CH:24][N:23]([S:26]([C:29]4[CH:35]=[CH:34][C:32]([CH3:33])=[CH:31][CH:30]=4)(=[O:28])=[O:27])[C:20]3=[N:21][CH:22]=2)[CH:11]([CH3:37])[CH2:10]1)[C:2]1[CH:7]=[CH:6][CH:5]=[CH:4][CH:3]=1.COC1C=CC(P2(SP(C3C=CC(OC)=CC=3)(=S)S2)=S)=CC=1. No catalyst specified. The product is [CH2:1]([N:8]([CH2:38][C:39]1[CH:44]=[CH:43][CH:42]=[CH:41][CH:40]=1)[CH:9]1[CH2:13][CH:12]([C:14]2[N:18]3[C:19]4[CH:25]=[CH:24][N:23]([S:26]([C:29]5[CH:35]=[CH:34][C:32]([CH3:33])=[CH:31][CH:30]=5)(=[O:28])=[O:27])[C:20]=4[N:21]=[CH:22][C:17]3=[N:16][CH:15]=2)[CH:11]([CH3:37])[CH2:10]1)[C:2]1[CH:7]=[CH:6][CH:5]=[CH:4][CH:3]=1. The yield is 0.870. (4) The reactants are Br[C:2]1[CH:3]=[C:4]2[C:9](=[CH:10][C:11]=1[O:12][CH3:13])[O:8][C:7]([C:14]([F:17])([F:16])[F:15])=[C:6]([C:18]1[CH:27]=[CH:26][C:21]([C:22]([O:24][CH3:25])=[O:23])=[CH:20][CH:19]=1)[C:5]2=[O:28].[C:29]([Cu])#[N:30]. The catalyst is CN1C(=O)CCC1. The product is [C:29]([C:2]1[CH:3]=[C:4]2[C:9](=[CH:10][C:11]=1[O:12][CH3:13])[O:8][C:7]([C:14]([F:17])([F:16])[F:15])=[C:6]([C:18]1[CH:27]=[CH:26][C:21]([C:22]([O:24][CH3:25])=[O:23])=[CH:20][CH:19]=1)[C:5]2=[O:28])#[N:30]. The yield is 0.400. (5) The reactants are [CH3:1][O:2][C:3]1[CH:4]=[C:5]([CH:9]=[CH:10][C:11]=1[CH2:12][C:13]1[C:21]2[C:16](=[CH:17][CH:18]=[C:19]([N+:22]([O-:24])=[O:23])[CH:20]=2)[NH:15][CH:14]=1)[C:6]([O-:8])=[O:7].[Na+]. The catalyst is O.CO. The product is [CH3:1][O:2][C:3]1[CH:4]=[C:5]([CH:9]=[CH:10][C:11]=1[CH2:12][C:13]1[C:21]2[C:16](=[CH:17][CH:18]=[C:19]([N+:22]([O-:24])=[O:23])[CH:20]=2)[NH:15][CH:14]=1)[C:6]([OH:8])=[O:7]. The yield is 0.935. (6) The reactants are Br[C:2]1[CH:11]=[C:10]2[C:5]([C:6]([N:13]3[CH2:18][CH2:17][O:16][CH2:15][CH2:14]3)=[N:7][C:8]([Cl:12])=[N:9]2)=[CH:4][C:3]=1[F:19].[N:20]1[CH:25]=[CH:24][CH:23]=[C:22](B(O)O)[CH:21]=1.C(=O)([O-])[O-].[Na+].[Na+].CN(C=O)C. The catalyst is Cl[Pd](Cl)([P](C1C=CC=CC=1)(C1C=CC=CC=1)C1C=CC=CC=1)[P](C1C=CC=CC=1)(C1C=CC=CC=1)C1C=CC=CC=1.O. The product is [Cl:12][C:8]1[N:7]=[C:6]([N:13]2[CH2:18][CH2:17][O:16][CH2:15][CH2:14]2)[C:5]2[C:10](=[CH:11][C:2]([C:22]3[CH:21]=[N:20][CH:25]=[CH:24][CH:23]=3)=[C:3]([F:19])[CH:4]=2)[N:9]=1. The yield is 0.910. (7) The reactants are [NH2:1][C:2]1[CH:9]=[CH:8][CH:7]=[C:6]([O:10][CH2:11][C@H:12]2[CH2:17][CH2:16][CH2:15][N:14]([C:18](=[O:22])[CH2:19][CH2:20][CH3:21])[CH2:13]2)[C:3]=1[C:4]#[N:5].[S:23](Cl)(=[O:26])(=[O:25])[NH2:24]. The catalyst is CC(N(C)C)=O. The product is [S:23]([NH:1][C:2]1[CH:9]=[CH:8][CH:7]=[C:6]([O:10][CH2:11][C@H:12]2[CH2:17][CH2:16][CH2:15][N:14]([C:18](=[O:22])[CH2:19][CH2:20][CH3:21])[CH2:13]2)[C:3]=1[C:4]#[N:5])(=[O:26])(=[O:25])[NH2:24]. The yield is 0.820. (8) The reactants are [NH2:1][C:2]1[CH:7]=[CH:6][C:5]([Cl:8])=[CH:4][N:3]=1.Br[CH2:10][C:11]([C:13]1[S:14][C:15]([Cl:18])=[CH:16][CH:17]=1)=O. The yield is 0.810. The product is [Cl:8][C:5]1[CH:6]=[CH:7][C:2]2[N:3]([CH:10]=[C:11]([C:13]3[S:14][C:15]([Cl:18])=[CH:16][CH:17]=3)[N:1]=2)[CH:4]=1. The catalyst is C(O)C. (9) The reactants are [CH3:1][C:2]([CH3:22])([CH3:21])[C@H:3]([NH:8][C:9]([O:11]C1C=CC([N+]([O-])=O)=CC=1)=O)[C:4]([O:6][CH3:7])=[O:5].C([CH2:30][NH2:31])C1C=CC=CC=1.[C:32]1([CH3:38])[CH:37]=[CH:36][CH:35]=[CH:34][CH:33]=1. No catalyst specified. The product is [CH2:38]([N:31]([CH3:30])[C:9]([NH:8][C@@H:3]([C:2]([CH3:1])([CH3:21])[CH3:22])[C:4]([O:6][CH3:7])=[O:5])=[O:11])[C:32]1[CH:37]=[CH:36][CH:35]=[CH:34][CH:33]=1. The yield is 0.650.